Task: Predict the reactants needed to synthesize the given product.. Dataset: Full USPTO retrosynthesis dataset with 1.9M reactions from patents (1976-2016) (1) Given the product [CH:33]1([CH:12]([C:9]2[CH:10]=[CH:11][C:6]([CH2:5][OH:4])=[CH:7][CH:8]=2)[C:13]([NH:15][C:16]2[CH:17]=[C:18]([CH:30]=[CH:31][CH:32]=2)[CH2:19][C:20]2([C:23]([O:25][C:26]([CH3:28])([CH3:27])[CH3:29])=[O:24])[CH2:22][CH2:21]2)=[O:14])[CH2:37][CH2:36][CH2:35][CH2:34]1, predict the reactants needed to synthesize it. The reactants are: C([O:4][CH2:5][C:6]1[CH:11]=[CH:10][C:9]([CH:12]([CH:33]2[CH2:37][CH2:36][CH2:35][CH2:34]2)[C:13]([NH:15][C:16]2[CH:17]=[C:18]([CH:30]=[CH:31][CH:32]=2)[CH2:19][C:20]2([C:23]([O:25][C:26]([CH3:29])([CH3:28])[CH3:27])=[O:24])[CH2:22][CH2:21]2)=[O:14])=[CH:8][CH:7]=1)(=O)C. (2) Given the product [F:14][C:15]1[CH:23]=[CH:22][C:21]([CH:24]=[O:25])=[CH:20][C:16]=1[C:17]([N:11]1[CH2:12][CH2:13][C@H:9]([N:2]([CH3:1])[C:3]2[N:4]=[N:5][CH:6]=[CH:7][CH:8]=2)[CH2:10]1)=[O:18], predict the reactants needed to synthesize it. The reactants are: [CH3:1][N:2]([C@H:9]1[CH2:13][CH2:12][NH:11][CH2:10]1)[C:3]1[N:4]=[N:5][CH:6]=[CH:7][CH:8]=1.[F:14][C:15]1[CH:23]=[CH:22][C:21]([CH:24]=[O:25])=[CH:20][C:16]=1[C:17](O)=[O:18].F[P-](F)(F)(F)(F)F.N1(OC(N(C)C)=[N+](C)C)C2C=CC=CC=2N=N1.C(N(CC)C(C)C)(C)C. (3) Given the product [CH3:19][C:15]1([CH3:18])[O:14][CH:13]([CH2:12][N:25]2[CH:24]=[C:23]([N+:20]([O-:22])=[O:21])[CH:27]=[N:26]2)[CH2:17][O:16]1, predict the reactants needed to synthesize it. The reactants are: CC1C=CC(S(O[CH2:12][CH:13]2[CH2:17][O:16][C:15]([CH3:19])([CH3:18])[O:14]2)(=O)=O)=CC=1.[N+:20]([C:23]1[CH:24]=[N:25][NH:26][CH:27]=1)([O-:22])=[O:21].C(=O)([O-])[O-].[Cs+].[Cs+]. (4) Given the product [N:14]1([C:11]([C@H:8]2[CH2:7][CH2:6][C@H:5]([C:3]([O:2][CH3:1])=[O:4])[CH2:10][CH2:9]2)=[O:13])[CH2:18][CH2:17][CH2:16][CH2:15]1, predict the reactants needed to synthesize it. The reactants are: [CH3:1][O:2][C:3]([C@H:5]1[CH2:10][CH2:9][C@H:8]([C:11]([OH:13])=O)[CH2:7][CH2:6]1)=[O:4].[NH:14]1[CH2:18][CH2:17][CH2:16][CH2:15]1.Cl.C(N=C=NCCCN(C)C)C.C(N(CC)CC)C. (5) Given the product [CH2:11]([C:10]1[C:4]2[C:5](=[N:6][CH:7]=[C:2](/[CH:33]=[CH:34]/[C:35]3[CH:40]=[CH:39][CH:38]=[CH:37][CH:36]=3)[N:3]=2)[N:8]([CH2:25][O:26][CH2:27][CH2:28][Si:29]([CH3:32])([CH3:31])[CH3:30])[C:9]=1[C:13]1[CH:18]=[CH:17][C:16]([C:19]2([CH3:24])[O:23][CH2:22][CH2:21][O:20]2)=[CH:15][CH:14]=1)[CH3:12], predict the reactants needed to synthesize it. The reactants are: Br[C:2]1[N:3]=[C:4]2[C:10]([CH2:11][CH3:12])=[C:9]([C:13]3[CH:18]=[CH:17][C:16]([C:19]4([CH3:24])[O:23][CH2:22][CH2:21][O:20]4)=[CH:15][CH:14]=3)[N:8]([CH2:25][O:26][CH2:27][CH2:28][Si:29]([CH3:32])([CH3:31])[CH3:30])[C:5]2=[N:6][CH:7]=1.[CH:33](/B(O)O)=[CH:34]\[C:35]1[CH:40]=[CH:39][CH:38]=[CH:37][CH:36]=1. (6) Given the product [Br:1][C:2]1[N:7]2[N:8]=[C:9]([O:12][CH3:13])[C:10]([NH:11][C:21](=[O:22])[O:23][C:24]([CH3:27])([CH3:26])[CH3:25])=[C:6]2[CH:5]=[CH:4][CH:3]=1, predict the reactants needed to synthesize it. The reactants are: [Br:1][C:2]1[N:7]2[N:8]=[C:9]([O:12][CH3:13])[C:10]([NH2:11])=[C:6]2[CH:5]=[CH:4][CH:3]=1.C(N(CC)CC)C.[C:21](O[C:21]([O:23][C:24]([CH3:27])([CH3:26])[CH3:25])=[O:22])([O:23][C:24]([CH3:27])([CH3:26])[CH3:25])=[O:22].O. (7) Given the product [CH2:14]([O:1][N:2]1[C:3](=[O:12])[C:4]2=[CH:11][CH:10]=[CH:9][CH:8]=[C:5]2[C:6]1=[O:7])[CH2:15][CH2:16][CH3:17], predict the reactants needed to synthesize it. The reactants are: [OH:1][N:2]1[C:6](=[O:7])[C:5]2=[CH:8][CH:9]=[CH:10][CH:11]=[C:4]2[C:3]1=[O:12].Br[CH2:14][CH2:15][CH2:16][CH3:17].C(N(CC)CC)C.CN(C)C=O.